This data is from Forward reaction prediction with 1.9M reactions from USPTO patents (1976-2016). The task is: Predict the product of the given reaction. (1) Given the reactants C[Sn](C)(C)[C:3]1[CH:4]=[N:5][CH:6]=[CH:7][CH:8]=1.Br[C:12]1[CH:13]=[CH:14][C:15]([C:18]2[S:22][CH:21]=[N:20][CH:19]=2)=[N:16][CH:17]=1, predict the reaction product. The product is: [S:22]1[C:18]([C:15]2[N:16]=[CH:17][C:12]([C:4]3[CH:3]=[CH:8][CH:7]=[CH:6][N:5]=3)=[CH:13][CH:14]=2)=[CH:19][N:20]=[CH:21]1. (2) Given the reactants [Br:1][C:2]1[N:7]=[C:6]([C:8](=[O:11])[NH:9]C)[C:5]([NH:12][C:13]2[C:18]([C:19]([F:22])([F:21])[F:20])=[CH:17][N:16]=[C:15]([NH:23][C:24]3[CH:56]=[CH:55][C:27]([CH2:28][P:29](=[O:54])([O:33][CH2:34][C:35]4([CH2:39][N:40]5[CH:44]=[C:43]([B:45]6[O:49][C:48]([CH3:51])([CH3:50])[C:47]([CH3:53])([CH3:52])[O:46]6)[CH:42]=[N:41]5)COC4)[O:30][CH2:31][CH3:32])=[CH:26][C:25]=3[O:57][CH3:58])[N:14]=2)=[CH:4][CH:3]=1.BrC1N=C(C(=O)N[O:68][CH3:69])C(NC2C(C(F)(F)F)=CN=C(NC3C=CC(CP(=O)(O)OCC)=CC=3OC)N=2)=CC=1.CC1(C)C(C)(C)OB(C2C=NN(CCCO)C=2)O1, predict the reaction product. The product is: [Br:1][C:2]1[N:7]=[C:6]([C:8](=[O:11])[NH:9][O:68][CH3:69])[C:5]([NH:12][C:13]2[C:18]([C:19]([F:21])([F:22])[F:20])=[CH:17][N:16]=[C:15]([NH:23][C:24]3[CH:56]=[CH:55][C:27]([CH2:28][P:29](=[O:54])([O:33][CH2:34][CH2:35][CH2:39][N:40]4[CH:44]=[C:43]([B:45]5[O:46][C:47]([CH3:52])([CH3:53])[C:48]([CH3:50])([CH3:51])[O:49]5)[CH:42]=[N:41]4)[O:30][CH2:31][CH3:32])=[CH:26][C:25]=3[O:57][CH3:58])[N:14]=2)=[CH:4][CH:3]=1. (3) Given the reactants [CH:1]1[C:6]2[C:7]3[N:11]([CH2:12][CH:13]([CH2:15][OH:16])[O:14][C:5]=2[CH:4]=[CH:3][CH:2]=1)[C:10]1[CH:17]=[CH:18][CH:19]=[CH:20][C:9]=1[N:8]=3.[S:21](Cl)([C:24]1[CH:30]=[CH:29][C:27]([CH3:28])=[CH:26][CH:25]=1)(=[O:23])=[O:22], predict the reaction product. The product is: [C:27]1([CH3:28])[CH:29]=[CH:30][C:24]([S:21]([O:16][CH2:15][CH:13]2[CH2:12][N:11]3[C:7](=[N:8][C:9]4[CH:20]=[CH:19][CH:18]=[CH:17][C:10]=43)[C:6]3[CH:1]=[CH:2][CH:3]=[CH:4][C:5]=3[O:14]2)(=[O:23])=[O:22])=[CH:25][CH:26]=1.